Dataset: Full USPTO retrosynthesis dataset with 1.9M reactions from patents (1976-2016). Task: Predict the reactants needed to synthesize the given product. (1) Given the product [O:8]1[C:7]2[CH:6]=[CH:5][N:4]=[CH:3][C:2]=2[N:1]=[C:12]1[C:11]1[CH:15]=[CH:16][CH:17]=[CH:18][C:10]=1[NH2:9], predict the reactants needed to synthesize it. The reactants are: [NH2:1][C:2]1[CH:3]=[N:4][CH:5]=[CH:6][C:7]=1[OH:8].[NH2:9][C:10]1[CH:18]=[CH:17][CH:16]=[CH:15][C:11]=1[C:12](O)=O. (2) The reactants are: [CH3:1][C:2]1([CH3:38])[CH2:6][CH:5]([CH2:7][N:8]2[C:16]3[C:11](=[N:12][C:13]([C:17]4[CH:18]=[N:19][N:20](C5CCCCO5)[CH:21]=4)=[CH:14][CH:15]=3)[CH:10]=[CH:9]2)[CH2:4][N:3]1[C:28](=[O:37])[CH2:29][CH2:30][C:31]1[CH:36]=[CH:35][CH:34]=[CH:33][CH:32]=1.C1(C)C=CC(S(O)(=O)=O)=CC=1.C(=O)(O)[O-].[Na+]. Given the product [NH:19]1[CH:18]=[C:17]([C:13]2[N:12]=[C:11]3[CH:10]=[CH:9][N:8]([CH2:7][CH:5]4[CH2:4][N:3]([C:28](=[O:37])[CH2:29][CH2:30][C:31]5[CH:32]=[CH:33][CH:34]=[CH:35][CH:36]=5)[C:2]([CH3:38])([CH3:1])[CH2:6]4)[C:16]3=[CH:15][CH:14]=2)[CH:21]=[N:20]1, predict the reactants needed to synthesize it. (3) Given the product [CH2:1]([N:8]1[CH:12]=[C:11]([C:13]2[C:21]3[C:16](=[N:17][CH:18]=[C:19]([C:22]4[CH:23]=[CH:24][C:25]([N:28]5[CH2:29][CH2:30][N:31]([CH2:44][C@@H:45]([OH:46])[CH3:47])[CH2:32][CH2:33]5)=[CH:26][CH:27]=4)[CH:20]=3)[N:15]([S:34]([C:37]3[CH:38]=[CH:39][C:40]([CH3:41])=[CH:42][CH:43]=3)(=[O:35])=[O:36])[CH:14]=2)[CH:10]=[N:9]1)[C:2]1[CH:3]=[CH:4][CH:5]=[CH:6][CH:7]=1, predict the reactants needed to synthesize it. The reactants are: [CH2:1]([N:8]1[CH:12]=[C:11]([C:13]2[C:21]3[C:16](=[N:17][CH:18]=[C:19]([C:22]4[CH:27]=[CH:26][C:25]([N:28]5[CH2:33][CH2:32][NH:31][CH2:30][CH2:29]5)=[CH:24][CH:23]=4)[CH:20]=3)[N:15]([S:34]([C:37]3[CH:43]=[CH:42][C:40]([CH3:41])=[CH:39][CH:38]=3)(=[O:36])=[O:35])[CH:14]=2)[CH:10]=[N:9]1)[C:2]1[CH:7]=[CH:6][CH:5]=[CH:4][CH:3]=1.[CH3:44][C@H:45]1[CH2:47][O:46]1.CCN(C(C)C)C(C)C. (4) The reactants are: [F:1][C:2]1[CH:3]=[C:4]([CH2:19][OH:20])[CH:5]=[CH:6][C:7]=1[O:8][C:9]1[CH:14]=[CH:13][N:12]=[C:11]([C:15]([F:18])([F:17])[F:16])[CH:10]=1.Cl[C:22]1[CH:23]=[C:24]2[N:31]([CH3:32])[C:30]([CH3:34])([CH3:33])[CH2:29][N:25]2[C:26](=[O:28])[N:27]=1. Given the product [F:1][C:2]1[CH:3]=[C:4]([CH:5]=[CH:6][C:7]=1[O:8][C:9]1[CH:14]=[CH:13][N:12]=[C:11]([C:15]([F:16])([F:17])[F:18])[CH:10]=1)[CH2:19][O:20][C:22]1[CH:23]=[C:24]2[N:31]([CH3:32])[C:30]([CH3:34])([CH3:33])[CH2:29][N:25]2[C:26](=[O:28])[N:27]=1, predict the reactants needed to synthesize it. (5) Given the product [OH:6][C:7]1[CH:16]=[CH:15][CH:14]=[C:13]2[C:8]=1[CH2:9][CH2:10][C:11]1[N:12]2[CH:17]=[N:18][C:19]=1[C:20]([O:22][CH2:23][CH3:24])=[O:21], predict the reactants needed to synthesize it. The reactants are: CC([Si](C)(C)[O:6][C:7]1[CH:16]=[CH:15][CH:14]=[C:13]2[C:8]=1[CH2:9][CH2:10][C:11]1[N:12]2[CH:17]=[N:18][C:19]=1[C:20]([O:22][CH2:23][CH3:24])=[O:21])(C)C.[F-].C([N+](CCCC)(CCCC)CCCC)CCC.[Cl-].[NH4+].